This data is from Forward reaction prediction with 1.9M reactions from USPTO patents (1976-2016). The task is: Predict the product of the given reaction. (1) Given the reactants [CH3:1][Si:2]([CH3:13])([CH3:12])[O:3][C:4]1([C:10]#N)[CH2:9][CH2:8][O:7][CH2:6][CH2:5]1.[H-].C([Al+]C(C)C)(C)C.CCCCCC.[OH2:28], predict the reaction product. The product is: [CH3:1][Si:2]([CH3:13])([CH3:12])[O:3][C:4]1([CH:10]=[O:28])[CH2:9][CH2:8][O:7][CH2:6][CH2:5]1. (2) The product is: [NH2:6][C:5]1[C:4]([CH3:10])=[CH:3][C:2]([C:11]#[N:12])=[C:8]([CH3:9])[CH:7]=1. Given the reactants Br[C:2]1[C:8]([CH3:9])=[CH:7][C:5]([NH2:6])=[C:4]([CH3:10])[CH:3]=1.[CH3:11][N:12](C=O)C, predict the reaction product. (3) Given the reactants [F:1][C:2]1[C:10]([O:11][C:12]2[C:17]3=[C:18]([CH3:25])[C:19](C(O)(C)C)=[CH:20][N:16]3[N:15]=[CH:14][N:13]=2)=[CH:9][CH:8]=[C:7]2[C:3]=1[CH:4]=[C:5]([CH3:26])[NH:6]2.Br[CH2:28][CH2:29][CH2:30][OH:31].C(=O)([O-])[O-:33].[K+].[K+], predict the reaction product. The product is: [F:1][C:2]1[C:10]([O:11][C:12]2[C:17]3=[C:18]([CH3:25])[C:19]([O:33][CH2:28][CH2:29][CH2:30][OH:31])=[CH:20][N:16]3[N:15]=[CH:14][N:13]=2)=[CH:9][CH:8]=[C:7]2[C:3]=1[CH:4]=[C:5]([CH3:26])[NH:6]2.